This data is from Catalyst prediction with 721,799 reactions and 888 catalyst types from USPTO. The task is: Predict which catalyst facilitates the given reaction. (1) Reactant: [C:14]1(P([C:14]2[CH:19]=[CH:18][CH:17]=[CH:16][CH:15]=2)[C:14]2[CH:19]=[CH:18][CH:17]=[CH:16][CH:15]=2)[CH:19]=[CH:18][CH:17]=[CH:16][CH:15]=1.N(C(OCC)=O)=NC(OCC)=O.[Si:32]([O:49][C@@H:50]1[CH2:66][C:65]2[C@@:53]([CH3:69])([CH:54]3[CH:62]([CH2:63][CH:64]=2)[CH:61]2[C@@:57]([CH3:68])([C@H:58](O)[CH2:59][CH2:60]2)[CH2:56][CH2:55]3)[CH2:52][CH2:51]1)([C:45]([CH3:48])([CH3:47])[CH3:46])(C1C=CC=CC=1)[C:33]1[CH:38]=[CH:37][CH:36]=[CH:35][CH:34]=1.C1(P([N:84]=[N+:85]=[N-:86])(C2C=CC=CC=2)=O)C=CC=CC=1. Product: [N:84]([C@@H:58]1[C@:57]2([CH3:68])[CH:61]([CH:62]3[CH:54]([CH2:55][CH2:56]2)[C@:53]2([CH3:69])[C:52]([CH2:51][C@@H:50]([O:49][Si:32]([C:45]([CH3:46])([CH3:47])[CH3:48])([C:14]4[CH:15]=[CH:16][CH:17]=[CH:18][CH:19]=4)[C:33]4[CH:34]=[CH:35][CH:36]=[CH:37][CH:38]=4)[CH2:66][CH2:65]2)=[CH:64][CH2:63]3)[CH2:60][CH2:59]1)=[N+:85]=[N-:86]. The catalyst class is: 1. (2) Reactant: [I:1][C:2]1[CH:10]=[C:9]2[C:5]([C:6]([C:11]([N:13]([CH3:15])[CH3:14])=[O:12])=[N:7][NH:8]2)=[CH:4][CH:3]=1.[H-].[Na+].Cl[C:19]1[N:24]=[C:23]([NH2:25])[N:22]=[C:21]([NH:26][CH3:27])[CH:20]=1. Product: [NH2:25][C:23]1[N:24]=[C:19]([N:8]2[C:9]3[C:5](=[CH:4][CH:3]=[C:2]([I:1])[CH:10]=3)[C:6]([C:11]([N:13]([CH3:15])[CH3:14])=[O:12])=[N:7]2)[CH:20]=[C:21]([NH:26][CH3:27])[N:22]=1. The catalyst class is: 3.